This data is from Catalyst prediction with 721,799 reactions and 888 catalyst types from USPTO. The task is: Predict which catalyst facilitates the given reaction. (1) Reactant: [CH3:1][O:2][C:3]1[CH:8]=[C:7]([CH2:9][O:10][CH3:11])[CH:6]=[C:5]([O:12][CH3:13])[C:4]=1[C:14]1[N:15]2[N:21]=[C:20]([O:22][CH3:23])[C:19]([NH:24][CH2:25][CH2:26][CH3:27])=[C:16]2[S:17][CH:18]=1.Br[C:29]1[CH:30]=[N:31][CH:32]=[CH:33][CH:34]=1.C(=O)([O-])[O-].[Cs+].[Cs+].C1(P(C2C=CC=CC=2)C2C3OC4C(=CC=CC=4P(C4C=CC=CC=4)C4C=CC=CC=4)C(C)(C)C=3C=CC=2)C=CC=CC=1. Product: [CH3:1][O:2][C:3]1[CH:8]=[C:7]([CH2:9][O:10][CH3:11])[CH:6]=[C:5]([O:12][CH3:13])[C:4]=1[C:14]1[N:15]2[N:21]=[C:20]([O:22][CH3:23])[C:19]([N:24]([CH2:25][CH2:26][CH3:27])[C:29]3[CH:30]=[N:31][CH:32]=[CH:33][CH:34]=3)=[C:16]2[S:17][CH:18]=1. The catalyst class is: 552. (2) Reactant: [CH3:1][C:2]1([CH3:15])[NH:7][CH2:6][CH2:5][N:4]([C:8]([O:10][C:11]([CH3:14])([CH3:13])[CH3:12])=[O:9])[CH2:3]1.[C:16]1(=O)[CH2:19][CH2:18][CH2:17]1.C(O[BH-](OC(=O)C)OC(=O)C)(=O)C.[Na+]. The catalyst class is: 478. Product: [CH:16]1([N:7]2[CH2:6][CH2:5][N:4]([C:8]([O:10][C:11]([CH3:14])([CH3:13])[CH3:12])=[O:9])[CH2:3][C:2]2([CH3:15])[CH3:1])[CH2:19][CH2:18][CH2:17]1.